This data is from Experimentally validated miRNA-target interactions with 360,000+ pairs, plus equal number of negative samples. The task is: Binary Classification. Given a miRNA mature sequence and a target amino acid sequence, predict their likelihood of interaction. (1) The miRNA is hsa-miR-940 with sequence AAGGCAGGGCCCCCGCUCCCC. The protein sequence of the target gene is MDVSSEHTKDPGGEGGDGESLAARPSKIKASSGPPTSPEPGELESEPEEEEEEQAASQGGTAADEQAEAPKGLTAAEAAGEEGPGEPGRPAEPQPEPEEPAEVGAEEPAQPEPGAGPEELEAEAGAEELEQAAEGKEVRFQASLPLTRIDEEEAAAAPEAETERVEGEEEDKEETQRDGAESKERDGEGRPAKSQEEGKRLYGRDEFEDLEWSEEVQKLQEQQLRSDLLDQYRSLLVERNRSQRYNLYLQHKIFEALRRKKGLEAAEVADRGAEAEAPEKEQAYLRHLGMLEELKKQQAD.... Result: 0 (no interaction). (2) The miRNA is hsa-miR-181a-2-3p with sequence ACCACUGACCGUUGACUGUACC. The protein sequence of the target gene is MADIQTERAYQKQPTIFQNKKRVLLGETGKEKLPRYYKNIGLGFKTPKEAIEGTYIDKKCPFTGNVSIRGRILSGVVTKMKMQRTIVIRRDYLHYIRKYNRFEKRHKNMSVHLSPCFRDVQIGDIVTVGECRPLSKTVRFNVLKVTKAAGTKKQFQKF. Result: 0 (no interaction).